This data is from Full USPTO retrosynthesis dataset with 1.9M reactions from patents (1976-2016). The task is: Predict the reactants needed to synthesize the given product. (1) Given the product [NH2:20][C:17]1[CH:18]=[CH:19][C:14]([NH:13][C:11]([NH:10][C:7]2[CH:6]=[C:5]([C:1]([CH3:3])([CH3:2])[CH3:4])[O:9][N:8]=2)=[O:12])=[CH:15][C:16]=1[CH3:23], predict the reactants needed to synthesize it. The reactants are: [C:1]([C:5]1[O:9][N:8]=[C:7]([NH:10][C:11]([NH:13][C:14]2[CH:19]=[CH:18][C:17]([N+:20]([O-])=O)=[C:16]([CH3:23])[CH:15]=2)=[O:12])[CH:6]=1)([CH3:4])([CH3:3])[CH3:2].CC(O)=O. (2) Given the product [F:1][C:2]1[CH:7]=[CH:6][C:5]([C:8]2[NH:9][C:10]([C:13]([OH:19])=[O:17])=[CH:11][N:12]=2)=[CH:4][CH:3]=1, predict the reactants needed to synthesize it. The reactants are: [F:1][C:2]1[CH:7]=[CH:6][C:5]([C:8]2[NH:9][C:10]([C:13](F)(F)F)=[CH:11][N:12]=2)=[CH:4][CH:3]=1.[OH-:17].[Na+].[OH2:19]. (3) Given the product [ClH:31].[ClH:31].[CH3:1][N:2]1[C:11]2[C:10]3[CH:12]=[C:13]([O:16][CH:17]4[CH2:18][CH2:19][N:20]([CH3:23])[CH2:21][CH2:22]4)[CH:14]=[CH:15][C:9]=3[NH:8][C:7](=[O:24])[C:6]=2[CH2:5][CH2:4][CH2:3]1, predict the reactants needed to synthesize it. The reactants are: [CH3:1][N:2]1[C:11]2[C:10]3[CH:12]=[C:13]([O:16][CH:17]4[CH2:22][CH2:21][N:20]([CH3:23])[CH2:19][CH2:18]4)[CH:14]=[CH:15][C:9]=3[NH:8][C:7](=[O:24])[C:6]=2[CH2:5][CH2:4][CH2:3]1.O1CCOCC1.[ClH:31].